This data is from Reaction yield outcomes from USPTO patents with 853,638 reactions. The task is: Predict the reaction yield, written as a fraction of the theoretical maximum amount of product (1.0 means a 100% yield; for example, 0.34 means a 34% yield). (1) The reactants are [Cl:1][C:2]1[C:11]2[CH2:10][N:9]([C@H:12]([CH:16]([CH3:18])[CH3:17])[C:13](O)=[O:14])[C:8](=[O:19])[C:7]3=[CH:20][NH:21][C:5]([C:6]=23)=[N:4][CH:3]=1.[NH:22]1[CH2:27][CH2:26][CH:25]([C:28]#[N:29])[CH2:24][CH2:23]1.CN(C(ON1N=NC2C=CC=NC1=2)=[N+](C)C)C.F[P-](F)(F)(F)(F)F. The catalyst is C1COCC1. The product is [Cl:1][C:2]1[C:11]2[CH2:10][N:9]([C@H:12]([CH:16]([CH3:18])[CH3:17])[C:13]([N:22]3[CH2:27][CH2:26][CH:25]([C:28]#[N:29])[CH2:24][CH2:23]3)=[O:14])[C:8](=[O:19])[C:7]3=[CH:20][NH:21][C:5]([C:6]=23)=[N:4][CH:3]=1. The yield is 0.254. (2) The reactants are [ClH:1].[CH3:2][C:3]1[C:4]2[CH2:5][NH:6][C@@H:7]3[C@@H:12]([C:13]=2[CH:14]=[CH:15][CH:16]=1)[C:11]1[CH:17]=[C:18]([O:23]C)[C:19]([O:21]C)=[CH:20][C:10]=1[CH2:9][CH2:8]3.B(Br)(Br)Br.CO. The catalyst is ClCCl. The product is [ClH:1].[CH3:2][C:3]1[C:4]2[CH2:5][NH:6][C@@H:7]3[C@@H:12]([C:13]=2[CH:14]=[CH:15][CH:16]=1)[C:11]1[CH:17]=[C:18]([OH:23])[C:19]([OH:21])=[CH:20][C:10]=1[CH2:9][CH2:8]3. The yield is 0.816. (3) The product is [ClH:29].[CH2:18]([NH:17][C@H:14]1[CH2:13][CH2:12][C@H:11]([O:10][C:6]2[CH:5]=[C:4]3[C:9](=[CH:8][CH:7]=2)[NH:1][N:2]=[CH:3]3)[CH2:16][CH2:15]1)[CH3:19]. The catalyst is O1CCCC1.O. The yield is 0.800. The reactants are [NH:1]1[C:9]2[C:4](=[CH:5][C:6]([O:10][C@H:11]3[CH2:16][CH2:15][C@H:14]([NH:17][C:18](=O)[CH3:19])[CH2:13][CH2:12]3)=[CH:7][CH:8]=2)[CH:3]=[N:2]1.[H-].[Al+3].[Li+].[H-].[H-].[H-].[OH-].[Na+].[ClH:29].C(OCC)C. (4) The reactants are [Cl:1][C:2]1[CH:7]=[CH:6][C:5]([N+:8]([O-:10])=[O:9])=[CH:4][C:3]=1[CH2:11][C:12]([OH:14])=O.C1N=CN(C(N2C=NC=C2)=O)C=1.Cl.[CH3:28][O:29][NH2:30]. The catalyst is CN(C=O)C. The product is [Cl:1][C:2]1[CH:7]=[CH:6][C:5]([N+:8]([O-:10])=[O:9])=[CH:4][C:3]=1[CH2:11][C:12]([NH:30][O:29][CH3:28])=[O:14]. The yield is 0.690. (5) The reactants are [Br:1][C:2]1[N:3]=[C:4]2[C:10]([C:11]([OH:13])=O)=[CH:9][N:8]([CH2:14][O:15][CH2:16][CH2:17][Si:18]([CH3:21])([CH3:20])[CH3:19])[C:5]2=[N:6][CH:7]=1.FC(F)(F)C(O)=O.[NH2:29][C@H:30]([C:41]([CH3:44])([CH3:43])[CH3:42])[C:31]([N:33]1[CH2:38][CH2:37][CH:36]([C:39]#[N:40])[CH2:35][CH2:34]1)=[O:32].C(Cl)CCl.C1C=CC2N(O)N=NC=2C=1.CCN(C(C)C)C(C)C. The catalyst is CN(C=O)C. The product is [C:39]([CH:36]1[CH2:37][CH2:38][N:33]([C:31]([C@H:30]([NH:29][C:11]([C:10]2[C:4]3[C:5](=[N:6][CH:7]=[C:2]([Br:1])[N:3]=3)[N:8]([CH2:14][O:15][CH2:16][CH2:17][Si:18]([CH3:21])([CH3:20])[CH3:19])[CH:9]=2)=[O:13])[C:41]([CH3:43])([CH3:42])[CH3:44])=[O:32])[CH2:34][CH2:35]1)#[N:40]. The yield is 0.590.